This data is from Cav3 T-type calcium channel HTS with 100,875 compounds. The task is: Binary Classification. Given a drug SMILES string, predict its activity (active/inactive) in a high-throughput screening assay against a specified biological target. The compound is s1c(N2CC(CCC2)C(=O)NCc2cc(OC)ccc2)nn2c1nc(cc2=O)C. The result is 0 (inactive).